This data is from Forward reaction prediction with 1.9M reactions from USPTO patents (1976-2016). The task is: Predict the product of the given reaction. (1) Given the reactants [I:1][CH2:2][CH2:3][CH2:4][CH2:5][CH2:6][CH2:7][CH2:8][CH2:9][CH2:10][CH2:11][C:12]([OH:14])=[O:13].[CH2:15](O)[CH3:16].OS(O)(=O)=O, predict the reaction product. The product is: [CH2:15]([O:13][C:12](=[O:14])[CH2:11][CH2:10][CH2:9][CH2:8][CH2:7][CH2:6][CH2:5][CH2:4][CH2:3][CH2:2][I:1])[CH3:16]. (2) The product is: [N:17]([CH2:3][C:4]([C:6]1[CH:11]=[CH:10][C:9]([N:12]2[CH:16]=[CH:15][N:14]=[CH:13]2)=[CH:8][CH:7]=1)=[O:5])=[N+:18]=[N-:19]. Given the reactants Br.Br[CH2:3][C:4]([C:6]1[CH:11]=[CH:10][C:9]([N:12]2[CH:16]=[CH:15][N:14]=[CH:13]2)=[CH:8][CH:7]=1)=[O:5].[N-:17]=[N+:18]=[N-:19].[Na+].C(=O)([O-])O.[Na+], predict the reaction product.